From a dataset of Full USPTO retrosynthesis dataset with 1.9M reactions from patents (1976-2016). Predict the reactants needed to synthesize the given product. (1) Given the product [Cl:20][C:5]1[C:6]([NH:8][C:9]2[C:18]([F:19])=[CH:17][CH:16]=[CH:15][C:10]=2[C:11]([NH:13][CH3:14])=[O:12])=[CH:7][C:2]([NH:21][C:22]2[N:26]([CH3:27])[N:25]=[C:24]([CH2:29][CH2:30][OH:31])[CH:23]=2)=[N:3][CH:4]=1, predict the reactants needed to synthesize it. The reactants are: Cl[C:2]1[CH:7]=[C:6]([NH:8][C:9]2[C:18]([F:19])=[CH:17][CH:16]=[CH:15][C:10]=2[C:11]([NH:13][CH3:14])=[O:12])[C:5]([Cl:20])=[CH:4][N:3]=1.[NH2:21][C:22]1[N:26]([CH2:27]C)[N:25]=[C:24]([CH2:29][CH2:30][OH:31])[CH:23]=1.C(=O)([O-])[O-].[Cs+].[Cs+].CC1(C)C2C(=C(P(C3C=CC=CC=3)C3C=CC=CC=3)C=CC=2)OC2C(P(C3C=CC=CC=3)C3C=CC=CC=3)=CC=CC1=2. (2) Given the product [F:1][B-:2]([F:5])([F:4])[F:3].[NH+:7]1[CH:12]=[CH:11][CH:10]=[CH:9][CH:8]=1, predict the reactants needed to synthesize it. The reactants are: [F:1][B-:2]([F:5])([F:4])[F:3].[H+].[N:7]1[CH:12]=[CH:11][CH:10]=[CH:9][CH:8]=1. (3) Given the product [CH3:20][C:17]1[CH:18]=[CH:19][C:12]([N:10]2[CH2:9][CH2:8][C:4]3[N:5]=[CH:6][N:7]=[C:2]([NH:32][CH2:31][C:28]4[CH:29]=[C:30]5[C:25]([CH:24]=[CH:23][CH:22]=[N:21]5)=[CH:26][CH:27]=4)[C:3]=3[CH2:11]2)=[C:13]([CH:16]=1)[C:14]#[N:15], predict the reactants needed to synthesize it. The reactants are: Cl[C:2]1[C:3]2[CH2:11][N:10]([C:12]3[CH:19]=[CH:18][C:17]([CH3:20])=[CH:16][C:13]=3[C:14]#[N:15])[CH2:9][CH2:8][C:4]=2[N:5]=[CH:6][N:7]=1.[N:21]1[C:30]2[C:25](=[CH:26][CH:27]=[C:28]([CH2:31][NH2:32])[CH:29]=2)[CH:24]=[CH:23][CH:22]=1.C(N(CC)C(C)C)(C)C. (4) Given the product [F:1][C:2]1[CH:3]=[CH:4][C:5]([O:6][CH:7]([CH2:10][O:11][CH3:17])[CH2:8][OH:9])=[CH:12][CH:13]=1, predict the reactants needed to synthesize it. The reactants are: [F:1][C:2]1[CH:13]=[CH:12][C:5]([O:6][CH:7]([CH2:10][OH:11])[CH2:8][OH:9])=[CH:4][CH:3]=1.[H-].[Na+].I[CH3:17]. (5) Given the product [CH2:3]([C:12]1[CH:17]=[CH:16][CH:15]=[CH:14][C:13]=1[CH2:3][CH2:4][CH2:5][CH2:6][CH2:7][CH2:8][CH2:9][CH3:10])[CH2:4][CH2:5][CH2:6][CH2:7][CH2:8][CH2:9][CH3:10], predict the reactants needed to synthesize it. The reactants are: [Mg].Br[CH2:3][CH2:4][CH2:5][CH2:6][CH2:7][CH2:8][CH2:9][CH3:10].Cl[C:12]1[CH:17]=[CH:16][CH:15]=[CH:14][C:13]=1Cl.Cl. (6) Given the product [Br:1][C:2]1[CH:3]=[CH:4][C:5]([C:8]([O:10][CH3:11])=[O:9])=[N:6][CH:7]=1, predict the reactants needed to synthesize it. The reactants are: [Br:1][C:2]1[CH:3]=[CH:4][C:5]([C:8]([OH:10])=[O:9])=[N:6][CH:7]=1.[C:11]1(C)C=CC=CC=1.[Si](C=[N+]=[N-])(C)(C)C.